From a dataset of Forward reaction prediction with 1.9M reactions from USPTO patents (1976-2016). Predict the product of the given reaction. Given the reactants [NH2:1][C@@H:2]([C:6]([OH:8])=[O:7])[C@H:3]([CH3:5])[OH:4].C([O-])(O)=O.[Na+].C(=O)([O-])OC1C(C)=C([C:23]2[CH:31]=[CH:30][C:26]3[O:27][CH2:28][O:29][C:25]=3[CH:24]=2)C=CN=1.[O:34]1[C:38]2C=CC(C3C=CN(C([O-])=O)C(=O)C=3C)=CC=2[O:36][CH2:35]1, predict the reaction product. The product is: [O:27]1[C:26]2[CH:30]=[CH:31][C:23]([N:1]([C:35]([O:34][CH3:38])=[O:36])[C@H:2]([C@@H:3]([OH:4])[CH3:5])[C:6]([OH:8])=[O:7])=[CH:24][C:25]=2[O:29][CH2:28]1.